This data is from Peptide-MHC class II binding affinity with 134,281 pairs from IEDB. The task is: Regression. Given a peptide amino acid sequence and an MHC pseudo amino acid sequence, predict their binding affinity value. This is MHC class II binding data. (1) The peptide sequence is EAFRLKEDVRVSNRQ. The MHC is DRB1_0101 with pseudo-sequence DRB1_0101. The binding affinity (normalized) is 0.663. (2) The peptide sequence is SGIAFGSMAKKGDEQ. The MHC is DRB3_0202 with pseudo-sequence DRB3_0202. The binding affinity (normalized) is 0.0830. (3) The peptide sequence is PENDIEKTDPWFAHGTPMPK. The MHC is DRB1_0101 with pseudo-sequence DRB1_0101. The binding affinity (normalized) is 0. (4) The peptide sequence is NVVKSGIFLSVAAGN. The MHC is HLA-DPA10201-DPB10501 with pseudo-sequence HLA-DPA10201-DPB10501. The binding affinity (normalized) is 0.623. (5) The peptide sequence is EKKYFAATQFEQLAA. The binding affinity (normalized) is 0.648. The MHC is DRB1_0701 with pseudo-sequence DRB1_0701. (6) The peptide sequence is TVDKSKPKVYQWF. The MHC is DRB1_1301 with pseudo-sequence DRB1_1301. The binding affinity (normalized) is 0. (7) The peptide sequence is QFELYKRTDIVEVDR. The MHC is DRB3_0101 with pseudo-sequence DRB3_0101. The binding affinity (normalized) is 0.427.